Dataset: Forward reaction prediction with 1.9M reactions from USPTO patents (1976-2016). Task: Predict the product of the given reaction. (1) The product is: [CH2:1]([O:3][C:4]1[CH:5]=[C:6]([O:12][CH3:13])[C:7]([N:8]=[C:14]=[O:15])=[CH:9][C:10]=1[CH3:11])[CH3:2]. Given the reactants [CH2:1]([O:3][C:4]1[C:10]([CH3:11])=[CH:9][C:7]([NH2:8])=[C:6]([O:12][CH3:13])[CH:5]=1)[CH3:2].[C:14](Cl)(Cl)=[O:15], predict the reaction product. (2) Given the reactants C(C1N=C(N2CCOCC2)C2N=NN(CC3C=CC=CC=3Cl)C=2N=1)(C)(C)C.[C:28]([C:32]1[N:33]=[C:34](Cl)[C:35]2[N:40]=[N:39][N:38]([CH2:41][C:42]3[CH:47]=[CH:46][CH:45]=[CH:44][C:43]=3[Cl:48])[C:36]=2[N:37]=1)([CH3:31])([CH3:30])[CH3:29].[CH3:50][C@@H:51]1[O:56][C@H:55]([CH3:57])[CH2:54][NH:53][CH2:52]1, predict the reaction product. The product is: [C:28]([C:32]1[N:33]=[C:34]([N:53]2[CH2:52][C@H:51]([CH3:50])[O:56][C@H:55]([CH3:57])[CH2:54]2)[C:35]2[N:40]=[N:39][N:38]([CH2:41][C:42]3[CH:47]=[CH:46][CH:45]=[CH:44][C:43]=3[Cl:48])[C:36]=2[N:37]=1)([CH3:31])([CH3:30])[CH3:29]. (3) Given the reactants FC1C=C(C2CCC3C(=CC=C(O)C=3)O2)C=CC=1.[CH2:19]([C:21]1[CH:26]=[CH:25][C:24]([CH:27]2[CH2:36][CH:35](O)[C:34]3[C:29](=[CH:30][CH:31]=[C:32]([OH:38])[CH:33]=3)[O:28]2)=[CH:23][CH:22]=1)[CH3:20], predict the reaction product. The product is: [CH2:19]([C:21]1[CH:22]=[CH:23][C:24]([CH:27]2[CH2:36][CH2:35][C:34]3[C:29](=[CH:30][CH:31]=[C:32]([OH:38])[CH:33]=3)[O:28]2)=[CH:25][CH:26]=1)[CH3:20]. (4) Given the reactants [F:1][C:2]1[CH:7]=[CH:6][C:5]([N:8]2[CH2:13][CH2:12][NH:11][CH2:10][CH2:9]2)=[CH:4][CH:3]=1.Cl[CH2:15][C:16]1[CH:21]=[CH:20][C:19]([CH:22]([NH:25][C:26](=[O:28])[CH3:27])[CH2:23][CH3:24])=[CH:18][CH:17]=1, predict the reaction product. The product is: [F:1][C:2]1[CH:3]=[CH:4][C:5]([N:8]2[CH2:13][CH2:12][N:11]([CH2:15][C:16]3[CH:17]=[CH:18][C:19]([CH:22]([NH:25][C:26](=[O:28])[CH3:27])[CH2:23][CH3:24])=[CH:20][CH:21]=3)[CH2:10][CH2:9]2)=[CH:6][CH:7]=1. (5) Given the reactants [O:1]1[C:5]([NH:6][C:7](=[O:14])OCC(Cl)(Cl)Cl)=[CH:4][CH:3]=[N:2]1.[C:15]1([C:21]2[N:25]=[C:24]([N:26]3[CH2:31][CH2:30][NH:29][CH2:28][CH2:27]3)[S:23][N:22]=2)[CH:20]=[CH:19][CH:18]=[CH:17][CH:16]=1.C(N(C(C)C)CC)(C)C.CS(C)=O, predict the reaction product. The product is: [O:1]1[C:5]([NH:6][C:7]([N:29]2[CH2:30][CH2:31][N:26]([C:24]3[S:23][N:22]=[C:21]([C:15]4[CH:20]=[CH:19][CH:18]=[CH:17][CH:16]=4)[N:25]=3)[CH2:27][CH2:28]2)=[O:14])=[CH:4][CH:3]=[N:2]1. (6) Given the reactants C([N:8]([CH2:28][C@H:29]([OH:51])[CH2:30][O:31][C:32]1[CH:37]=[CH:36][C:35]([O:38]CC2C=CC=CC=2)=[C:34]([NH:46][S:47]([CH3:50])(=[O:49])=[O:48])[CH:33]=1)[C@H:9]1[CH2:14][CH2:13][C@H:12]([C:15]2[CH:27]=[CH:26][C:18]([O:19][CH2:20][C:21]([O:23][CH2:24][CH3:25])=[O:22])=[CH:17][CH:16]=2)[CH2:11][CH2:10]1)C1C=CC=CC=1, predict the reaction product. The product is: [OH:51][C@H:29]([CH2:30][O:31][C:32]1[CH:37]=[CH:36][C:35]([OH:38])=[C:34]([NH:46][S:47]([CH3:50])(=[O:49])=[O:48])[CH:33]=1)[CH2:28][NH:8][C@H:9]1[CH2:14][CH2:13][C@H:12]([C:15]2[CH:27]=[CH:26][C:18]([O:19][CH2:20][C:21]([O:23][CH2:24][CH3:25])=[O:22])=[CH:17][CH:16]=2)[CH2:11][CH2:10]1.